Dataset: Reaction yield outcomes from USPTO patents with 853,638 reactions. Task: Predict the reaction yield, written as a fraction of the theoretical maximum amount of product (1.0 means a 100% yield; for example, 0.34 means a 34% yield). (1) The reactants are [NH2:1][C:2]1[CH:20]=[CH:19][C:5]([O:6][C:7]2[C:16]3[N:15]=[C:14]([CH3:17])[C:13](=[O:18])[NH:12][C:11]=3[N:10]=[CH:9][CH:8]=2)=[CH:4][C:3]=1[S:21][CH3:22].[C:23]([C:27]1[CH:31]=[C:30]([N:32]=[C:33]=[O:34])[N:29]([C:35]2[CH:36]=[CH:37][C:38]([O:41][CH3:42])=[N:39][CH:40]=2)[N:28]=1)([CH3:26])([CH3:25])[CH3:24]. No catalyst specified. The product is [C:23]([C:27]1[CH:31]=[C:30]([NH:32][C:33]([NH:1][C:2]2[CH:20]=[CH:19][C:5]([O:6][C:7]3[C:16]4[N:15]=[C:14]([CH3:17])[C:13](=[O:18])[NH:12][C:11]=4[N:10]=[CH:9][CH:8]=3)=[CH:4][C:3]=2[S:21][CH3:22])=[O:34])[N:29]([C:35]2[CH:40]=[N:39][C:38]([O:41][CH3:42])=[CH:37][CH:36]=2)[N:28]=1)([CH3:26])([CH3:24])[CH3:25]. The yield is 0.350. (2) The reactants are C([O-])=O.[K+].C(O)=O.O.[CH3:9][O:10][C:11]1[CH:12]=[C:13]2[C:18](=[CH:19][C:20]=1[O:21][CH3:22])[N:17]=[CH:16][CH:15]=[C:14]2[O:23][C:24]1[CH:29]=[CH:28][C:27]([N+:30]([O-])=O)=[CH:26][CH:25]=1. The catalyst is [Pd].O1CCCC1. The product is [CH3:9][O:10][C:11]1[CH:12]=[C:13]2[C:18](=[CH:19][C:20]=1[O:21][CH3:22])[N:17]=[CH:16][CH:15]=[C:14]2[O:23][C:24]1[CH:25]=[CH:26][C:27]([NH2:30])=[CH:28][CH:29]=1. The yield is 0.970. (3) The reactants are Cl.[CH2:2]([O:9][C:10]1[C:11]([NH:17][C:18]2[S:19][CH:20]=[C:21]([CH3:23])[N:22]=2)=[N:12][CH:13]=[C:14](Br)[CH:15]=1)[C:3]1[CH:8]=[CH:7][CH:6]=[CH:5][CH:4]=1.[Li]C.C([Li])CCC.C([O:34]B(OC(C)C)OC(C)C)(C)C.[OH-].[Na+].OO. The yield is 0.238. The catalyst is CO.C1COCC1. The product is [CH2:2]([O:9][C:10]1[CH:15]=[C:14]([OH:34])[CH:13]=[N:12][C:11]=1[NH:17][C:18]1[S:19][CH:20]=[C:21]([CH3:23])[N:22]=1)[C:3]1[CH:8]=[CH:7][CH:6]=[CH:5][CH:4]=1. (4) The reactants are [CH:1]1([C:7]([CH2:9][N:10]2[C:16]3[C:17]([CH3:21])=[CH:18][CH:19]=[CH:20][C:15]=3[C:14]([CH2:22][CH3:23])=[N:13][C@@:12]([NH2:35])(C(=O)[C@H](CC3C=CC=CC=3)N)[C:11]2=[O:36])=[O:8])[CH2:6][CH2:5][CH2:4][CH2:3][CH2:2]1.C1(N=C=S)C=CC=CC=1.FC(F)(F)C(O)=O. The catalyst is C(Cl)Cl.C(OCC)(=O)C. The product is [NH2:35][C@H:12]1[N:13]=[C:14]([CH2:22][CH3:23])[C:15]2[CH:20]=[CH:19][CH:18]=[C:17]([CH3:21])[C:16]=2[N:10]([CH2:9][C:7]([CH:1]2[CH2:6][CH2:5][CH2:4][CH2:3][CH2:2]2)=[O:8])[C:11]1=[O:36]. The yield is 0.631. (5) The product is [NH2:6][C:7]1[CH:12]=[CH:11][C:10]([NH:13][S:2]([CH3:1])(=[O:4])=[O:3])=[CH:9][C:8]=1[S:14]([NH2:17])(=[O:15])=[O:16]. The catalyst is C(#N)C. The reactants are [CH3:1][S:2](O)(=[O:4])=[O:3].[NH2:6][C:7]1[CH:12]=[CH:11][C:10]([NH2:13])=[CH:9][C:8]=1[S:14]([NH2:17])(=[O:16])=[O:15].N1C=CC=CC=1.CS(Cl)(=O)=O. The yield is 0.860.